From a dataset of Forward reaction prediction with 1.9M reactions from USPTO patents (1976-2016). Predict the product of the given reaction. Given the reactants [C:1]([O:5][C:6]([C:8]1[CH:13]=[CH:12][CH:11]=[CH:10][C:9]=1[C:14]1[CH:19]=[CH:18][C:17]([CH2:20][N:21]2[C:29]3[C:24](=[CH:25][C:26]([C:30](O)=[O:31])=[CH:27][CH:28]=3)[CH:23]=[N:22]2)=[CH:16][CH:15]=1)=[O:7])([CH3:4])([CH3:3])[CH3:2].[CH2:33]([NH2:40])[C:34]1[CH:39]=[CH:38][CH:37]=[CH:36][CH:35]=1, predict the reaction product. The product is: [CH2:33]([NH:40][C:30]([C:26]1[CH:25]=[C:24]2[C:29](=[CH:28][CH:27]=1)[N:21]([CH2:20][C:17]1[CH:16]=[CH:15][C:14]([C:9]3[C:8]([C:6]([O:5][C:1]([CH3:4])([CH3:3])[CH3:2])=[O:7])=[CH:13][CH:12]=[CH:11][CH:10]=3)=[CH:19][CH:18]=1)[N:22]=[CH:23]2)=[O:31])[C:34]1[CH:39]=[CH:38][CH:37]=[CH:36][CH:35]=1.